This data is from Catalyst prediction with 721,799 reactions and 888 catalyst types from USPTO. The task is: Predict which catalyst facilitates the given reaction. (1) Reactant: [CH3:1][N:2]1[C:7](=[O:8])[CH:6]=[CH:5][C:4]([C:9]([OH:11])=[O:10])=[CH:3]1.[C:12](Cl)(=O)C(Cl)=O. Product: [CH3:12][O:10][C:9]([C:4]1[CH:5]=[CH:6][C:7](=[O:8])[N:2]([CH3:1])[CH:3]=1)=[O:11]. The catalyst class is: 4. (2) Reactant: [CH3:1][C:2]1[CH:15]=[C:5]2[C:6]([C@@H:10]3[CH2:12][C@H:11]3[CH2:13][NH2:14])=[CH:7][CH:8]=[CH:9][N:4]2[N:3]=1.[N:16]([CH2:19][CH3:20])=[C:17]=[O:18]. Product: [CH2:19]([NH:16][C:17]([NH:14][CH2:13][C@@H:11]1[CH2:12][C@H:10]1[C:6]1[C:5]2[N:4]([N:3]=[C:2]([CH3:1])[CH:15]=2)[CH:9]=[CH:8][CH:7]=1)=[O:18])[CH3:20]. The catalyst class is: 7. (3) Reactant: [Cl:1][C:2]1[CH:3]=[C:4]([C:8]2[N:9]=[C:10]([OH:18])[C:11]3[S:17][CH2:16][CH2:15][CH2:14][C:12]=3[N:13]=2)[CH:5]=[CH:6][CH:7]=1.C(N(CC)CC)C.[F:26][C:27]([F:33])([F:32])[S:28](O)(=[O:30])=[O:29]. Product: [F:26][C:27]([F:33])([F:32])[S:28]([O:18][C:10]1[C:11]2[S:17][CH2:16][CH2:15][CH2:14][C:12]=2[N:13]=[C:8]([C:4]2[CH:5]=[CH:6][CH:7]=[C:2]([Cl:1])[CH:3]=2)[N:9]=1)(=[O:30])=[O:29]. The catalyst class is: 2. (4) Reactant: C[C:2](=[CH2:22])[CH2:3][C:4]1([C:17]([O:19][CH2:20][CH3:21])=[O:18])[CH2:9][CH2:8][N:7]([C:10]([O:12][C:13]([CH3:16])([CH3:15])[CH3:14])=[O:11])[CH2:6][CH2:5]1.I([O-])(=O)(=O)=[O:24].[Na+]. Product: [O:24]=[C:2]([CH3:22])[CH2:3][C:4]1([C:17]([O:19][CH2:20][CH3:21])=[O:18])[CH2:5][CH2:6][N:7]([C:10]([O:12][C:13]([CH3:15])([CH3:14])[CH3:16])=[O:11])[CH2:8][CH2:9]1. The catalyst class is: 785. (5) Reactant: [CH2:1]([C@H:3]1[C@@H:7]([C:8]2[N:12]3[C:13]4[CH:19]=[CH:18][N:17](S(C5C=CC(C)=CC=5)(=O)=O)[C:14]=4[N:15]=[CH:16][C:11]3=[N:10][N:9]=2)[CH2:6][C@H:5]([O:30][C:31]2[CH:38]=[CH:37][C:34]([C:35]#[N:36])=[CH:33][CH:32]=2)[CH2:4]1)[CH3:2].C([O-])([O-])=O.[Na+].[Na+]. Product: [CH2:1]([C@H:3]1[C@@H:7]([C:8]2[N:12]3[C:13]4[CH:19]=[CH:18][NH:17][C:14]=4[N:15]=[CH:16][C:11]3=[N:10][N:9]=2)[CH2:6][C@H:5]([O:30][C:31]2[CH:32]=[CH:33][C:34]([C:35]#[N:36])=[CH:37][CH:38]=2)[CH2:4]1)[CH3:2]. The catalyst class is: 12. (6) Reactant: [CH2:1]([NH:6][C:7]([C:9]1[CH:14]=[CH:13][C:12]([N:15]2[C:19]([CH2:20][CH2:21][CH3:22])=[C:18]([C:23]([OH:25])=O)[N:17]=[N:16]2)=[CH:11][CH:10]=1)=[O:8])[CH2:2][CH2:3][CH2:4][CH3:5].C1C=C[C:29]2N(O)N=[N:32][C:30]=2[CH:31]=1.C1(N)CC1.CCN=C=NCCCN(C)C. Product: [CH:30]1([NH:32][C:23]([C:18]2[N:17]=[N:16][N:15]([C:12]3[CH:11]=[CH:10][C:9]([C:7]([NH:6][CH2:1][CH2:2][CH2:3][CH2:4][CH3:5])=[O:8])=[CH:14][CH:13]=3)[C:19]=2[CH2:20][CH2:21][CH3:22])=[O:25])[CH2:31][CH2:29]1. The catalyst class is: 444. (7) Reactant: [CH3:1][NH:2][C:3]([C:5]1[S:6][C:7]([C:11]([CH3:14])([CH3:13])[CH3:12])=[CH:8][C:9]=1[NH2:10])=[O:4].[CH3:15][C:16]1[CH:21]=[CH:20][C:19]([N:22]=[C:23]=[O:24])=[CH:18][CH:17]=1. Product: [CH3:1][NH:2][C:3]([C:5]1[S:6][C:7]([C:11]([CH3:14])([CH3:13])[CH3:12])=[CH:8][C:9]=1[NH:10][C:23]([NH:22][C:19]1[CH:20]=[CH:21][C:16]([CH3:15])=[CH:17][CH:18]=1)=[O:24])=[O:4]. The catalyst class is: 11.